This data is from Reaction yield outcomes from USPTO patents with 853,638 reactions. The task is: Predict the reaction yield, written as a fraction of the theoretical maximum amount of product (1.0 means a 100% yield; for example, 0.34 means a 34% yield). (1) The reactants are C([O:8][CH2:9][CH2:10][C:11]1[N:12]=[C:13]([C:17]2[CH:22]=[CH:21][C:20]([N:23]([CH3:30])[C:24]3[CH:29]=[CH:28][CH:27]=[CH:26][CH:25]=3)=[CH:19][CH:18]=2)[O:14][C:15]=1[CH3:16])C1C=CC=CC=1.[H][H]. The catalyst is C1COCC1.CCO.[Pd]. The product is [CH3:16][C:15]1[O:14][C:13]([C:17]2[CH:18]=[CH:19][C:20]([N:23]([CH3:30])[C:24]3[CH:29]=[CH:28][CH:27]=[CH:26][CH:25]=3)=[CH:21][CH:22]=2)=[N:12][C:11]=1[CH2:10][CH2:9][OH:8]. The yield is 0.600. (2) The reactants are [S:1]1[CH:5]=[CH:4][C:3]2[CH:6]=[CH:7][C:8]([NH2:10])=[CH:9][C:2]1=2.Br[CH2:12][C:13]1[CH:23]=[CH:22][C:21]([N+:24]([O-:26])=[O:25])=[CH:20][C:14]=1[C:15](OCC)=[O:16].C(N(CC)C(C)C)(C)C. The catalyst is C(O)C. The product is [S:1]1[CH:5]=[CH:4][C:3]2[CH:6]=[CH:7][C:8]([N:10]3[CH2:12][C:13]4[C:14](=[CH:20][C:21]([N+:24]([O-:26])=[O:25])=[CH:22][CH:23]=4)[C:15]3=[O:16])=[CH:9][C:2]1=2. The yield is 0.460.